Dataset: Full USPTO retrosynthesis dataset with 1.9M reactions from patents (1976-2016). Task: Predict the reactants needed to synthesize the given product. (1) Given the product [NH2:13][C:11]1[CH:10]=[CH:9][C:3]([CH2:4][O:5][CH2:6][CH2:7][OH:8])=[C:2]([F:1])[CH:12]=1, predict the reactants needed to synthesize it. The reactants are: [F:1][C:2]1[CH:12]=[C:11]([N+:13]([O-])=O)[CH:10]=[CH:9][C:3]=1[CH2:4][O:5][CH2:6][CH2:7][OH:8]. (2) Given the product [C:8]1([CH:14]2[CH2:15][C:16](=[O:18])[O:22][C:20](=[O:21])[CH2:19]2)[CH:9]=[CH:10][CH:11]=[CH:12][CH:13]=1, predict the reactants needed to synthesize it. The reactants are: C(OC(=O)C)(=O)C.[C:8]1([CH:14]([CH2:19][C:20]([OH:22])=[O:21])[CH2:15][C:16]([OH:18])=O)[CH:13]=[CH:12][CH:11]=[CH:10][CH:9]=1. (3) Given the product [F:22][C:21]([F:24])([F:23])[S:18]([O:9][C:6]1[N:7]=[CH:8][C:3]([O:2][CH3:1])=[CH:4][N:5]=1)(=[O:19])=[O:17], predict the reactants needed to synthesize it. The reactants are: [CH3:1][O:2][C:3]1[CH:4]=[N:5][C:6]([OH:9])=[N:7][CH:8]=1.C(N(CC)CC)C.[O:17](S(C(F)(F)F)(=O)=O)[S:18]([C:21]([F:24])([F:23])[F:22])(=O)=[O:19]. (4) Given the product [NH2:1][C:2]1[C:3]([C:14]2[CH:23]=[CH:22][C:17]([C:18]([O:20][CH3:21])=[O:19])=[C:16]([F:24])[CH:15]=2)=[N:4][C:5]([CH:8]2[CH2:13][CH2:12][CH2:11][N:10]([S:35]([CH3:34])(=[O:37])=[O:36])[CH2:9]2)=[CH:6][N:7]=1, predict the reactants needed to synthesize it. The reactants are: [NH2:1][C:2]1[C:3]([C:14]2[CH:23]=[CH:22][C:17]([C:18]([O:20][CH3:21])=[O:19])=[C:16]([F:24])[CH:15]=2)=[N:4][C:5]([CH:8]2[CH2:13][CH2:12][CH2:11][NH:10][CH2:9]2)=[CH:6][N:7]=1.CCN(C(C)C)C(C)C.[CH3:34][S:35](Cl)(=[O:37])=[O:36]. (5) Given the product [CH:26]1([CH2:25][CH:19]([NH:18][C:15]([C:7]2[CH:6]=[N:5][C:4]([CH:1]3[CH2:2][CH2:3]3)=[C:9]([O:10][CH2:11][CH:12]3[CH2:13][CH2:14]3)[N:8]=2)=[O:17])[C:20](=[O:21])[N:22]([CH3:23])[CH3:24])[CH2:27][CH2:28][CH2:29]1, predict the reactants needed to synthesize it. The reactants are: [CH:1]1([C:4]2[N:5]=[CH:6][C:7]([C:15]([OH:17])=O)=[N:8][C:9]=2[O:10][CH2:11][CH:12]2[CH2:14][CH2:13]2)[CH2:3][CH2:2]1.[NH2:18][CH:19]([CH2:25][CH:26]1[CH2:29][CH2:28][CH2:27]1)[C:20]([N:22]([CH3:24])[CH3:23])=[O:21]. (6) Given the product [Cl:8][C:4]1[N:3]=[C:2]([NH:9][C:10]2[CH:11]=[C:12]([CH:16]=[CH:17][C:18]=2[O:19][CH3:20])[C:13]([OH:15])=[O:14])[CH:7]=[N:6][CH:5]=1, predict the reactants needed to synthesize it. The reactants are: Cl[C:2]1[CH:7]=[N:6][CH:5]=[C:4]([Cl:8])[N:3]=1.[NH2:9][C:10]1[CH:11]=[C:12]([CH:16]=[CH:17][C:18]=1[O:19][CH3:20])[C:13]([OH:15])=[O:14].CC1(C)C2C(=C(P(C3C=CC=CC=3)C3C=CC=CC=3)C=CC=2)OC2C(P(C3C=CC=CC=3)C3C=CC=CC=3)=CC=CC1=2.CC([O-])(C)C.[Na+]. (7) The reactants are: [CH2:1]([NH:4][C:5](=S)[C:6]1[C:11]([O:12][CH3:13])=[CH:10][C:9]([O:14][CH3:15])=[CH:8][C:7]=1[CH2:16][CH:17]=[CH2:18])[CH:2]=[CH2:3].[C:20]([NH:25][NH2:26])(=O)[C:21]([NH2:23])=[O:22].N1C=CC=CC=1. Given the product [CH2:1]([N:4]1[C:5]([C:6]2[C:11]([O:12][CH3:13])=[CH:10][C:9]([O:14][CH3:15])=[CH:8][C:7]=2[CH2:16][CH:17]=[CH2:18])=[N:26][N:25]=[C:20]1[C:21]([NH2:23])=[O:22])[CH:2]=[CH2:3], predict the reactants needed to synthesize it. (8) Given the product [CH3:44][O:45][CH2:46][C@@H:47]([OH:49])[CH2:48][O:1][C@H:2]1[C@H:7]([C:8]2[CH:13]=[CH:12][C:11]([CH2:14][CH2:15][CH3:16])=[CH:10][CH:9]=2)[C@@H:6]([O:17][CH2:18][C:19]2[CH:20]=[CH:21][C:22]3[O:27][CH2:26][CH2:25][N:24]([CH2:28][CH2:29][CH2:30][O:31][CH3:32])[C:23]=3[CH:33]=2)[CH2:5][NH:4][CH2:3]1, predict the reactants needed to synthesize it. The reactants are: [OH:1][C@H:2]1[C@H:7]([C:8]2[CH:13]=[CH:12][C:11]([CH2:14][CH2:15][CH3:16])=[CH:10][CH:9]=2)[C@@H:6]([O:17][CH2:18][C:19]2[CH:20]=[CH:21][C:22]3[O:27][CH2:26][CH2:25][N:24]([CH2:28][CH2:29][CH2:30][O:31][CH3:32])[C:23]=3[CH:33]=2)[CH2:5][N:4](C(OCC2C=CC=CC=2)=O)[CH2:3]1.[CH3:44][O:45][CH2:46][C@H:47]1[O:49][CH2:48]1. (9) Given the product [ClH:19].[Cl:19][C:20]1[C:24]2[CH:25]=[CH:26][CH:27]=[CH:28][C:23]=2[O:22][C:21]=1[CH2:29][N:30]([CH3:31])[C:16](=[O:18])/[CH:15]=[CH:14]/[C:12]1[CH:11]=[N:10][C:8]2[NH:9][C:3](=[O:2])[CH2:4][NH:5][CH2:6][C:7]=2[CH:13]=1, predict the reactants needed to synthesize it. The reactants are: Cl.[O:2]=[C:3]1[NH:9][C:8]2[N:10]=[CH:11][C:12]([CH:14]=[CH:15][C:16]([OH:18])=O)=[CH:13][C:7]=2[CH2:6][NH:5][CH2:4]1.[Cl:19][C:20]1[C:24]2[CH:25]=[CH:26][CH:27]=[CH:28][C:23]=2[O:22][C:21]=1[CH2:29][NH:30][CH3:31]. (10) The reactants are: [Cl:1][C:2]1[CH:11]=[C:10]([CH2:12]O)[CH:9]=[CH:8][C:3]=1[C:4]([O:6][CH3:7])=[O:5].C1(P([N:28]=[N+:29]=[N-:30])(C2C=CC=CC=2)=O)C=CC=CC=1.N12CCCN=C1CCCCC2. Given the product [N:28]([CH2:12][C:10]1[CH:9]=[CH:8][C:3]([C:4]([O:6][CH3:7])=[O:5])=[C:2]([Cl:1])[CH:11]=1)=[N+:29]=[N-:30], predict the reactants needed to synthesize it.